Dataset: Peptide-MHC class II binding affinity with 134,281 pairs from IEDB. Task: Regression. Given a peptide amino acid sequence and an MHC pseudo amino acid sequence, predict their binding affinity value. This is MHC class II binding data. (1) The peptide sequence is AAPGAGYTPATPAAP. The MHC is HLA-DQA10301-DQB10302 with pseudo-sequence HLA-DQA10301-DQB10302. The binding affinity (normalized) is 0.191. (2) The peptide sequence is GTSDEFPHSNGEIED. The MHC is DRB4_0103 with pseudo-sequence DRB4_0103. The binding affinity (normalized) is 0. (3) The peptide sequence is YDKFLANVSTVNTGK. The MHC is DRB1_0404 with pseudo-sequence DRB1_0404. The binding affinity (normalized) is 0.728. (4) The peptide sequence is QVTFTVQKGSDPKKL. The MHC is HLA-DPA10201-DPB10501 with pseudo-sequence HLA-DPA10201-DPB10501. The binding affinity (normalized) is 0.596. (5) The peptide sequence is TIMFLARAIVFVCVE. The MHC is DRB1_0101 with pseudo-sequence DRB1_0101. The binding affinity (normalized) is 0.398. (6) The binding affinity (normalized) is 0.655. The peptide sequence is HEAINIALIAVSLIA. The MHC is DRB1_1501 with pseudo-sequence DRB1_1501. (7) The peptide sequence is LKRMAVSGDDCVVRP. The MHC is HLA-DQA10501-DQB10303 with pseudo-sequence HLA-DQA10501-DQB10303. The binding affinity (normalized) is 0.268.